Dataset: NCI-60 drug combinations with 297,098 pairs across 59 cell lines. Task: Regression. Given two drug SMILES strings and cell line genomic features, predict the synergy score measuring deviation from expected non-interaction effect. (1) Drug 1: CC1=C(C=C(C=C1)C(=O)NC2=CC(=CC(=C2)C(F)(F)F)N3C=C(N=C3)C)NC4=NC=CC(=N4)C5=CN=CC=C5. Drug 2: CC12CCC3C(C1CCC2O)C(CC4=C3C=CC(=C4)O)CCCCCCCCCS(=O)CCCC(C(F)(F)F)(F)F. Cell line: NCI-H460. Synergy scores: CSS=3.88, Synergy_ZIP=-2.06, Synergy_Bliss=-1.54, Synergy_Loewe=1.66, Synergy_HSA=-1.15. (2) Drug 1: C1=NC2=C(N1)C(=S)N=C(N2)N. Drug 2: CN(CCCl)CCCl.Cl. Cell line: ACHN. Synergy scores: CSS=63.7, Synergy_ZIP=-9.01, Synergy_Bliss=-6.85, Synergy_Loewe=-4.42, Synergy_HSA=-3.14.